From a dataset of Full USPTO retrosynthesis dataset with 1.9M reactions from patents (1976-2016). Predict the reactants needed to synthesize the given product. (1) Given the product [CH2:1]([C:8]1[CH:9]=[CH:10][N:11]=[C:12]([Cl:14])[N:13]=1)[C:2]1[CH:3]=[CH:4][CH:5]=[CH:6][CH:7]=1, predict the reactants needed to synthesize it. The reactants are: [CH2:1]([C:8]1[N:13]=[C:12]([Cl:14])[N:11]=[C:10](Cl)[CH:9]=1)[C:2]1[CH:7]=[CH:6][CH:5]=[CH:4][CH:3]=1. (2) Given the product [Cl:1][C:2]1[CH:23]=[CH:22][CH:21]=[C:20]([Cl:24])[C:3]=1[CH2:4][O:5][C:6]1[CH:7]=[CH:8][C:9]2[N:13]=[C:12]([NH:14][C:15]([NH:33][CH2:32][CH2:31][N:25]3[CH2:30][CH2:29][O:28][CH2:27][CH2:26]3)=[O:18])[NH:11][C:10]=2[CH:19]=1, predict the reactants needed to synthesize it. The reactants are: [Cl:1][C:2]1[CH:23]=[CH:22][CH:21]=[C:20]([Cl:24])[C:3]=1[CH2:4][O:5][C:6]1[CH:7]=[CH:8][C:9]2[N:13]=[C:12]([NH:14][C:15](=[O:18])OC)[NH:11][C:10]=2[CH:19]=1.[N:25]1([CH2:31][CH2:32][NH2:33])[CH2:30][CH2:29][O:28][CH2:27][CH2:26]1. (3) Given the product [F:1][C:2]1[CH:3]=[C:4]([CH:7]=[CH:8][C:9]=1[O:20][C:14]1[CH:13]=[C:12]([F:11])[C:17]([F:18])=[C:16]([F:19])[CH:15]=1)[CH:5]=[O:6], predict the reactants needed to synthesize it. The reactants are: [F:1][C:2]1[CH:3]=[C:4]([CH:7]=[CH:8][C:9]=1F)[CH:5]=[O:6].[F:11][C:12]1[CH:13]=[C:14]([OH:20])[CH:15]=[C:16]([F:19])[C:17]=1[F:18].